From a dataset of Forward reaction prediction with 1.9M reactions from USPTO patents (1976-2016). Predict the product of the given reaction. (1) The product is: [CH3:61][C:57]1[CH:56]=[C:55]([C:54]2[C:49]([O:48][C:47]3[CH:62]=[CH:63][C:44]([NH:42][C:37]4[CH:38]=[CH:39][CH:40]=[CH:41][N:36]=4)=[CH:45][CH:46]=3)=[N:50][CH:51]=[CH:52][CH:53]=2)[CH:60]=[CH:59][N:58]=1. Given the reactants COC1C=CC=C(OC)C=1C1C=CC=CC=1P(C1CCCCC1)C1CCCCC1.CC([O-])(C)C.[Na+].[N:36]1[CH:41]=[CH:40][CH:39]=[CH:38][C:37]=1[NH2:42].Cl[C:44]1[CH:63]=[CH:62][C:47]([O:48][C:49]2[C:54]([C:55]3[CH:60]=[CH:59][N:58]=[C:57]([CH3:61])[CH:56]=3)=[CH:53][CH:52]=[CH:51][N:50]=2)=[CH:46][CH:45]=1, predict the reaction product. (2) Given the reactants [Br:1]Br.C1(P(C2C=CC=CC=2)C2C=CC=CC=2)C=CC=CC=1.[CH:22]([C:24]1[CH:31]=[CH:30][C:27]([CH2:28]O)=[CH:26][CH:25]=1)=[CH2:23], predict the reaction product. The product is: [CH:22]([C:24]1[CH:31]=[CH:30][C:27]([CH2:28][Br:1])=[CH:26][CH:25]=1)=[CH2:23]. (3) Given the reactants [Cl:1][C:2]1[CH:7]=[C:6]([OH:8])[CH:5]=[CH:4][C:3]=1[CH:9]([CH3:27])[C:10]([C:16]1[CH:17]=[CH:18][C:19]2[O:23][C:22](=[O:24])[N:21]([CH3:25])[C:20]=2[CH:26]=1)([OH:15])[C:11]([F:14])([F:13])[F:12].Br[C:29]([CH3:36])([CH3:35])[C:30]([O:32][CH2:33][CH3:34])=[O:31].[OH-].[Na+].Cl, predict the reaction product. The product is: [CH2:33]([O:32][C:30](=[O:31])[C:29]([O:8][C:6]1[CH:5]=[CH:4][C:3]([CH:9]([CH3:27])[C:10]([OH:15])([C:16]2[CH:17]=[CH:18][C:19]3[O:23][C:22](=[O:24])[N:21]([CH3:25])[C:20]=3[CH:26]=2)[C:11]([F:12])([F:13])[F:14])=[C:2]([Cl:1])[CH:7]=1)([CH3:36])[CH3:35])[CH3:34]. (4) Given the reactants [NH:1]1[CH2:5][CH2:4][C@@H:3]([NH:6][C:7]([C:9]2[C:13]3[N:14]=[CH:15][N:16]=[C:17]([C:18]4[C:26]5[O:25][CH2:24][O:23][C:22]=5[CH:21]=[CH:20][C:19]=4[O:27][CH2:28][CH3:29])[C:12]=3[NH:11][CH:10]=2)=[O:8])[CH2:2]1.Cl[C:31]([O:33][CH2:34][CH3:35])=[O:32], predict the reaction product. The product is: [CH2:34]([O:33][C:31]([N:1]1[CH2:5][CH2:4][C@@H:3]([NH:6][C:7]([C:9]2[C:13]3[N:14]=[CH:15][N:16]=[C:17]([C:18]4[C:26]5[O:25][CH2:24][O:23][C:22]=5[CH:21]=[CH:20][C:19]=4[O:27][CH2:28][CH3:29])[C:12]=3[NH:11][CH:10]=2)=[O:8])[CH2:2]1)=[O:32])[CH3:35]. (5) Given the reactants [CH3:1][C@@H:2]1[C:8](=[O:9])[NH:7][C@H:6]([CH3:10])[CH2:5][CH2:4][N:3]1C(OCC1C=CC=CC=1)=O, predict the reaction product. The product is: [CH3:1][C@H:2]1[NH:3][CH2:4][CH2:5][C@@H:6]([CH3:10])[NH:7][C:8]1=[O:9]. (6) Given the reactants [F:1][C:2]1[CH:24]=[C:23]([N+:25]([O-])=O)[CH:22]=[CH:21][C:3]=1[O:4][C:5]1[CH:10]=[CH:9][N:8]=[C:7]([NH:11][C:12](=[O:18])[O:13][C:14]([CH3:17])([CH3:16])[CH3:15])[C:6]=1[CH:19]=[CH2:20], predict the reaction product. The product is: [NH2:25][C:23]1[CH:22]=[CH:21][C:3]([O:4][C:5]2[CH:10]=[CH:9][N:8]=[C:7]([NH:11][C:12](=[O:18])[O:13][C:14]([CH3:15])([CH3:17])[CH3:16])[C:6]=2[CH2:19][CH3:20])=[C:2]([F:1])[CH:24]=1. (7) Given the reactants [F:1][C:2]([F:14])([F:13])[C:3]1[CH:8]=[C:7](O)[N:6]=[C:5]2[NH:10][N:11]=[CH:12][C:4]=12.O=P(Cl)(Cl)[Cl:17], predict the reaction product. The product is: [Cl:17][C:7]1[N:6]=[C:5]2[NH:10][N:11]=[CH:12][C:4]2=[C:3]([C:2]([F:14])([F:13])[F:1])[CH:8]=1. (8) Given the reactants C([O-])(=O)C.[K+].[B:15]1([B:15]2[O:19][C:18]([CH3:21])([CH3:20])[C:17]([CH3:23])([CH3:22])[O:16]2)[O:19][C:18]([CH3:21])([CH3:20])[C:17]([CH3:23])([CH3:22])[O:16]1.Br[C:25]1[CH:33]=[CH:32][CH:31]=[C:30]2[C:26]=1[CH2:27][NH:28][C:29]2=[O:34], predict the reaction product. The product is: [CH3:21][C:18]1([CH3:20])[C:17]([CH3:22])([CH3:23])[O:16][B:15]([C:25]2[CH:33]=[CH:32][CH:31]=[C:30]3[C:26]=2[CH2:27][NH:28][C:29]3=[O:34])[O:19]1. (9) Given the reactants [CH2:1]([Li])CCC.[Br:6][C:7]1[CH:14]=[CH:13][C:10]([CH:11]=O)=[C:9]([F:15])[CH:8]=1, predict the reaction product. The product is: [Br:6][C:7]1[CH:14]=[CH:13][C:10]([CH:11]=[CH2:1])=[C:9]([F:15])[CH:8]=1.